Dataset: Peptide-MHC class II binding affinity with 134,281 pairs from IEDB. Task: Regression. Given a peptide amino acid sequence and an MHC pseudo amino acid sequence, predict their binding affinity value. This is MHC class II binding data. (1) The MHC is HLA-DPA10103-DPB10301 with pseudo-sequence HLA-DPA10103-DPB10301. The peptide sequence is AVWVDGKARTAWVDS. The binding affinity (normalized) is 0. (2) The peptide sequence is PFTVRYTTEGGTKTE. The MHC is HLA-DPA10201-DPB10101 with pseudo-sequence HLA-DPA10201-DPB10101. The binding affinity (normalized) is 0.151.